This data is from Reaction yield outcomes from USPTO patents with 853,638 reactions. The task is: Predict the reaction yield, written as a fraction of the theoretical maximum amount of product (1.0 means a 100% yield; for example, 0.34 means a 34% yield). (1) The product is [OH:18][C:2]1[CH:11]=[C:10]2[C:5]([CH:6]=[C:7]([NH:12][C:13]([CH:15]3[CH2:17][CH2:16]3)=[O:14])[N:8]=[CH:9]2)=[CH:4][CH:3]=1. The catalyst is C1C=CC(/C=C/C(/C=C/C2C=CC=CC=2)=O)=CC=1.C1C=CC(/C=C/C(/C=C/C2C=CC=CC=2)=O)=CC=1.C1C=CC(/C=C/C(/C=C/C2C=CC=CC=2)=O)=CC=1.C(Cl)(Cl)Cl.[Pd].[Pd].C(P(C(C)(C)C)C1C(C)=C(C)C(C)=C(C)C=1C1C(C(C)C)=CC(C(C)C)=CC=1C(C)C)(C)(C)C.O. The yield is 0.760. The reactants are Br[C:2]1[CH:11]=[C:10]2[C:5]([CH:6]=[C:7]([NH:12][C:13]([CH:15]3[CH2:17][CH2:16]3)=[O:14])[N:8]=[CH:9]2)=[CH:4][CH:3]=1.[O:18]1CCOCC1.[OH-].[K+]. (2) The reactants are [C:1]([C:3]1[S:7][C:6]([NH:8][C:9]([CH:11]2[NH:15][CH:14]([CH2:16][C:17]([CH3:20])([CH3:19])[CH3:18])[C:13]3([C:28]4[C:23](=[CH:24][C:25]([Cl:29])=[CH:26][CH:27]=4)[NH:22][C:21]3=[O:30])[CH:12]2[C:31]2[CH:36]=[CH:35][CH:34]=[C:33]([Cl:37])[C:32]=2[F:38])=[O:10])=[CH:5][CH:4]=1)#[N:2].[OH:39]O.[OH-].[Na+]. The catalyst is CS(C)=O. The product is [C:1]([C:3]1[S:7][C:6]([NH:8][C:9]([CH:11]2[NH:15][CH:14]([CH2:16][C:17]([CH3:20])([CH3:19])[CH3:18])[C:13]3([C:28]4[C:23](=[CH:24][C:25]([Cl:29])=[CH:26][CH:27]=4)[NH:22][C:21]3=[O:30])[CH:12]2[C:31]2[CH:36]=[CH:35][CH:34]=[C:33]([Cl:37])[C:32]=2[F:38])=[O:10])=[CH:5][CH:4]=1)(=[O:39])[NH2:2]. The yield is 0.390. (3) The reactants are OCC(CO)(C)C[O:5][C:6](=[O:28])[CH2:7][C:8]1[S:9][C:10]([C:13]2[CH:18]=[CH:17][N:16]=[C:15]([NH:19][C:20]3[CH:25]=[CH:24][CH:23]=[C:22]([CH2:26][OH:27])[CH:21]=3)[N:14]=2)=[CH:11][CH:12]=1.[OH-].[Na+]. The catalyst is C1COCC1. The product is [OH:27][CH2:26][C:22]1[CH:21]=[C:20]([NH:19][C:15]2[N:14]=[C:13]([C:10]3[S:9][C:8]([CH2:7][C:6]([OH:28])=[O:5])=[CH:12][CH:11]=3)[CH:18]=[CH:17][N:16]=2)[CH:25]=[CH:24][CH:23]=1. The yield is 0.900. (4) The reactants are [Cl-].O[NH3+:3].[C:4](=[O:7])([O-])[OH:5].[Na+].CS(C)=O.[OH:13][C:14]1([CH2:20][N:21]2[C:26](=[O:27])[C:25]([CH2:28][C:29]3[CH:34]=[CH:33][C:32]([C:35]4[C:36]([C:41]#[N:42])=[CH:37][CH:38]=[CH:39][CH:40]=4)=[CH:31][CH:30]=3)=[C:24]([CH2:43][CH2:44][CH3:45])[N:23]=[C:22]2[CH3:46])[CH2:19][CH2:18][O:17][CH2:16][CH2:15]1. The catalyst is C(OCC)(=O)C. The product is [OH:13][C:14]1([CH2:20][N:21]2[C:26](=[O:27])[C:25]([CH2:28][C:29]3[CH:34]=[CH:33][C:32]([C:35]4[CH:40]=[CH:39][CH:38]=[CH:37][C:36]=4[C:41]4[NH:3][C:4](=[O:7])[O:5][N:42]=4)=[CH:31][CH:30]=3)=[C:24]([CH2:43][CH2:44][CH3:45])[N:23]=[C:22]2[CH3:46])[CH2:19][CH2:18][O:17][CH2:16][CH2:15]1. The yield is 0.180. (5) The reactants are [Br:1][C:2]1[C:7](=[O:8])[N:6]([C:9]2[CH:10]=[C:11]([CH:20]=[CH:21][C:22]=2[CH3:23])[C:12]([NH:14][CH2:15][C:16]([NH:18]C)=[O:17])=[O:13])[C:5]([CH3:24])=[N:4][C:3]=1[O:25][CH2:26][C:27]1[CH:32]=[CH:31][C:30]([F:33])=[CH:29][C:28]=1[F:34].Cl.[CH3:36]NC(=O)CN. No catalyst specified. The product is [NH2:18][C:16]([C@@H:15]([NH:14][C:12](=[O:13])[C:11]1[CH:20]=[CH:21][C:22]([CH3:23])=[C:9]([N:6]2[C:7](=[O:8])[C:2]([Br:1])=[C:3]([O:25][CH2:26][C:27]3[CH:32]=[CH:31][C:30]([F:33])=[CH:29][C:28]=3[F:34])[N:4]=[C:5]2[CH3:24])[CH:10]=1)[CH3:36])=[O:17]. The yield is 0.450.